Dataset: Catalyst prediction with 721,799 reactions and 888 catalyst types from USPTO. Task: Predict which catalyst facilitates the given reaction. (1) Reactant: [CH3:1][NH:2][C:3]1[CH:8]=[CH:7][CH:6]=[CH:5][CH:4]=1.Cl[CH2:10][C:11]1[CH:45]=[CH:44][C:14]([C:15]([NH:17][C:18]2[C:19]3[CH:32]=[C:31]([C:33]([NH:35][N:36]([CH3:43])[C:37]4[CH:42]=[CH:41][CH:40]=[CH:39][CH:38]=4)=[O:34])[S:30][C:20]=3[N:21](C(OC(C)(C)C)=O)[N:22]=2)=[O:16])=[CH:13][CH:12]=1.ClCC1C=CC(C(NC2C3C=C(C(NN(C4C=CC(Cl)=CC=4)C)=O)SC=3N(C(OC(C)(C)C)=O)N=2)=O)=CC=1. Product: [CH3:1][N:2]([CH2:10][C:11]1[CH:12]=[CH:13][C:14]([C:15]([NH:17][C:18]2[C:19]3[CH:32]=[C:31]([C:33]([NH:35][N:36]([CH3:43])[C:37]4[CH:38]=[CH:39][CH:40]=[CH:41][CH:42]=4)=[O:34])[S:30][C:20]=3[NH:21][N:22]=2)=[O:16])=[CH:44][CH:45]=1)[C:3]1[CH:8]=[CH:7][CH:6]=[CH:5][CH:4]=1. The catalyst class is: 711. (2) Reactant: S(=O)(=O)(O)O.[CH3:6][O:7][C:8]1[N:16]=[CH:15][CH:14]=[CH:13][C:9]=1[C:10]([OH:12])=[O:11].[C:17](=O)([O-])O.[Na+]. Product: [CH3:6][O:7][C:8]1[N:16]=[CH:15][CH:14]=[CH:13][C:9]=1[C:10]([O:12][CH3:17])=[O:11]. The catalyst class is: 5. (3) Reactant: [H-].[Na+].[CH3:3][C:4]1[CH:5]=[C:6]([C@H:11]2[O:16][C:15](=[O:17])[NH:14][CH2:13][CH2:12]2)[CH:7]=[C:8]([CH3:10])[CH:9]=1.Br[CH2:19][C:20]1[CH:25]=[C:24]([C:26]([F:29])([F:28])[F:27])[CH:23]=[CH:22][C:21]=1[C:30]1[CH:35]=[C:34]([CH:36]([CH3:38])[CH3:37])[C:33]([F:39])=[CH:32][C:31]=1[O:40][CH3:41]. Product: [CH3:3][C:4]1[CH:5]=[C:6]([C@H:11]2[O:16][C:15](=[O:17])[N:14]([CH2:19][C:20]3[CH:25]=[C:24]([C:26]([F:27])([F:28])[F:29])[CH:23]=[CH:22][C:21]=3[C:30]3[CH:35]=[C:34]([CH:36]([CH3:38])[CH3:37])[C:33]([F:39])=[CH:32][C:31]=3[O:40][CH3:41])[CH2:13][CH2:12]2)[CH:7]=[C:8]([CH3:10])[CH:9]=1. The catalyst class is: 1.